From a dataset of NCI-60 drug combinations with 297,098 pairs across 59 cell lines. Regression. Given two drug SMILES strings and cell line genomic features, predict the synergy score measuring deviation from expected non-interaction effect. (1) Drug 1: C1C(C(OC1N2C=NC3=C(N=C(N=C32)Cl)N)CO)O. Drug 2: CCC1=C2CN3C(=CC4=C(C3=O)COC(=O)C4(CC)O)C2=NC5=C1C=C(C=C5)O. Cell line: NCI-H322M. Synergy scores: CSS=-1.10, Synergy_ZIP=1.49, Synergy_Bliss=-1.26, Synergy_Loewe=-1.82, Synergy_HSA=-7.28. (2) Drug 1: CS(=O)(=O)C1=CC(=C(C=C1)C(=O)NC2=CC(=C(C=C2)Cl)C3=CC=CC=N3)Cl. Drug 2: C1=CN(C=N1)CC(O)(P(=O)(O)O)P(=O)(O)O. Cell line: M14. Synergy scores: CSS=4.62, Synergy_ZIP=2.02, Synergy_Bliss=8.85, Synergy_Loewe=4.58, Synergy_HSA=5.21. (3) Drug 1: CNC(=O)C1=CC=CC=C1SC2=CC3=C(C=C2)C(=NN3)C=CC4=CC=CC=N4. Drug 2: C(CN)CNCCSP(=O)(O)O. Cell line: SF-539. Synergy scores: CSS=5.82, Synergy_ZIP=-5.98, Synergy_Bliss=-6.08, Synergy_Loewe=-14.1, Synergy_HSA=-6.56. (4) Drug 1: C1=CC(=CC=C1CC(C(=O)O)N)N(CCCl)CCCl.Cl. Drug 2: C(CCl)NC(=O)N(CCCl)N=O. Cell line: NCI/ADR-RES. Synergy scores: CSS=3.38, Synergy_ZIP=-1.49, Synergy_Bliss=1.67, Synergy_Loewe=-1.46, Synergy_HSA=-1.31. (5) Drug 1: C1=CC(=CC=C1CC(C(=O)O)N)N(CCCl)CCCl.Cl. Drug 2: C1CC(=O)NC(=O)C1N2C(=O)C3=CC=CC=C3C2=O. Cell line: K-562. Synergy scores: CSS=13.0, Synergy_ZIP=-3.13, Synergy_Bliss=3.66, Synergy_Loewe=-7.68, Synergy_HSA=-1.27.